From a dataset of Reaction yield outcomes from USPTO patents with 853,638 reactions. Predict the reaction yield, written as a fraction of the theoretical maximum amount of product (1.0 means a 100% yield; for example, 0.34 means a 34% yield). (1) The catalyst is O1CCOCC1. The reactants are [O:1]=[S:2]1(=[O:50])[CH2:7][CH2:6][N:5]([CH2:8][CH2:9][NH:10][C@:11]23[CH2:46][CH2:45][C@@H:44]([C:47]([CH3:49])=[CH2:48])[C@@H:12]2[C@@H:13]2[C@@:26]([CH3:29])([CH2:27][CH2:28]3)[C@@:25]3([CH3:30])[C@@H:16]([C@:17]4([CH3:43])[C@@H:22]([CH2:23][CH2:24]3)[C:21]([CH3:32])([CH3:31])[C:20]([C:33]3[CH:42]=[CH:41][C:36]([C:37]([O:39]C)=[O:38])=[CH:35][CH:34]=3)=[CH:19][CH2:18]4)[CH2:15][CH2:14]2)[CH2:4][CH2:3]1.[OH-].[Na+]. The yield is 0.390. The product is [O:50]=[S:2]1(=[O:1])[CH2:7][CH2:6][N:5]([CH2:8][CH2:9][NH:10][C@:11]23[CH2:46][CH2:45][C@@H:44]([C:47]([CH3:49])=[CH2:48])[C@@H:12]2[C@@H:13]2[C@@:26]([CH3:29])([CH2:27][CH2:28]3)[C@@:25]3([CH3:30])[C@@H:16]([C@:17]4([CH3:43])[C@@H:22]([CH2:23][CH2:24]3)[C:21]([CH3:32])([CH3:31])[C:20]([C:33]3[CH:42]=[CH:41][C:36]([C:37]([OH:39])=[O:38])=[CH:35][CH:34]=3)=[CH:19][CH2:18]4)[CH2:15][CH2:14]2)[CH2:4][CH2:3]1. (2) The reactants are C[C:2]1[CH2:6][CH2:5][CH2:4][N:3]=1.C1C(=O)N([Cl:14])C(=O)C1.[CH3:15][O-:16].[Na+].[CH3:18][OH:19]. No catalyst specified. The product is [Cl:14][C:6]1[CH:5]=[CH:4][NH:3][C:2]=1[C:15]([O:19][CH3:18])=[O:16]. The yield is 0.940. (3) The product is [CH:21]1([C:19]([N:16]2[CH2:17][CH2:18][C@@H:14]([CH2:13][N:9]3[CH:10]=[CH:11][N:12]=[C:8]3[C:5]3[CH:6]=[CH:7][C:2]([C:29]4[CH:28]=[C:27]5[C:32](=[CH:31][CH:30]=4)[NH:24][CH:25]=[CH:26]5)=[CH:3][CH:4]=3)[CH2:15]2)=[O:20])[CH2:23][CH2:22]1. The catalyst is CN(C=O)C.O.C1C=CC([P]([Pd]([P](C2C=CC=CC=2)(C2C=CC=CC=2)C2C=CC=CC=2)([P](C2C=CC=CC=2)(C2C=CC=CC=2)C2C=CC=CC=2)[P](C2C=CC=CC=2)(C2C=CC=CC=2)C2C=CC=CC=2)(C2C=CC=CC=2)C2C=CC=CC=2)=CC=1. The yield is 0.780. The reactants are Br[C:2]1[CH:7]=[CH:6][C:5]([C:8]2[N:9]([CH2:13][CH:14]3[CH2:18][CH2:17][N:16]([C:19]([CH:21]4[CH2:23][CH2:22]4)=[O:20])[CH2:15]3)[CH:10]=[CH:11][N:12]=2)=[CH:4][CH:3]=1.[NH:24]1[C:32]2[C:27](=[CH:28][C:29](B(O)O)=[CH:30][CH:31]=2)[CH:26]=[CH:25]1.C([O-])(O)=O.[Na+]. (4) The reactants are [Br:1][C:2]1[CH:11]=[CH:10][C:9]2[C:4](=[CH:5][CH:6]=[CH:7][CH:8]=2)[CH:3]=1.[Cl:12][CH2:13][C:14](Cl)=[O:15].O.CCOC(C)=O.CCCCCC. The catalyst is ClCCl. The product is [Br:1][C:2]1[CH:3]=[C:4]2[C:9](=[CH:10][CH:11]=1)[CH:8]=[C:7]([C:14](=[O:15])[CH2:13][Cl:12])[CH:6]=[CH:5]2. The yield is 0.240. (5) The reactants are C(=O)([O-])[O-].[K+].[K+].[OH:7][C:8]1[CH:15]=[CH:14][C:11]([CH:12]=[O:13])=[C:10]([N+:16]([O-:18])=[O:17])[CH:9]=1.[CH2:19](Br)[C:20]1[CH:25]=[CH:24][CH:23]=[CH:22][CH:21]=1. The catalyst is CN(C=O)C. The product is [CH2:19]([O:7][C:8]1[CH:15]=[CH:14][C:11]([CH:12]=[O:13])=[C:10]([N+:16]([O-:18])=[O:17])[CH:9]=1)[C:20]1[CH:25]=[CH:24][CH:23]=[CH:22][CH:21]=1. The yield is 0.990. (6) The reactants are [NH:1]([C:3]1[N:8]=[CH:7][N:6]=[C:5]([OH:9])[CH:4]=1)[NH2:2].N(C1NC=NC(=O)C=1)N.[CH3:19][CH2:20][C:21](=O)[CH2:22][CH3:23]. The catalyst is C(O)C. The product is [CH3:19][CH2:20][C:21](=[N:2][NH:1][C:3]1[N:8]=[CH:7][N:6]=[C:5]([OH:9])[CH:4]=1)[CH2:22][CH3:23]. The yield is 0.720. (7) The reactants are [Br:1][C:2]1[CH:3]=[C:4]2[C:11]3([C:15](=[O:16])[NH:14][C:13](=O)[NH:12]3)[CH2:10][CH:9]([C:18]3[CH:23]=[CH:22][CH:21]=[C:20]([F:24])[C:19]=3[F:25])[O:8][C:5]2=[CH:6][CH:7]=1.COC1C=CC(P2(SP(C3C=CC(OC)=CC=3)(=S)S2)=[S:35])=CC=1. The catalyst is C1(C)C=CC=C(C)C=1. The product is [Br:1][C:2]1[CH:3]=[C:4]2[C:11]3([C:15](=[O:16])[NH:14][C:13](=[S:35])[NH:12]3)[CH2:10][CH:9]([C:18]3[CH:23]=[CH:22][CH:21]=[C:20]([F:24])[C:19]=3[F:25])[O:8][C:5]2=[CH:6][CH:7]=1. The yield is 0.740.